Dataset: Reaction yield outcomes from USPTO patents with 853,638 reactions. Task: Predict the reaction yield, written as a fraction of the theoretical maximum amount of product (1.0 means a 100% yield; for example, 0.34 means a 34% yield). (1) The reactants are [CH3:1][C:2]1[CH:3]=[C:4]([C:19]2[S:23][C:22]([CH2:24][CH2:25][C:26]3[CH:35]=[CH:34][C:29]([C:30]([O:32]C)=[O:31])=[CH:28][CH:27]=3)=[N:21][CH:20]=2)[CH:5]=[C:6]([NH:8][C:9]2[N:14]=[C:13]([C:15]([F:18])([F:17])[F:16])[CH:12]=[CH:11][N:10]=2)[CH:7]=1.[OH-].[Na+].Cl. The catalyst is CO.O. The product is [CH3:1][C:2]1[CH:3]=[C:4]([C:19]2[S:23][C:22]([CH2:24][CH2:25][C:26]3[CH:27]=[CH:28][C:29]([C:30]([OH:32])=[O:31])=[CH:34][CH:35]=3)=[N:21][CH:20]=2)[CH:5]=[C:6]([NH:8][C:9]2[N:14]=[C:13]([C:15]([F:18])([F:17])[F:16])[CH:12]=[CH:11][N:10]=2)[CH:7]=1. The yield is 0.950. (2) The reactants are [F:1][C:2]1[CH:3]=[C:4]([CH:8]=[CH:9][C:10]=1[N+:11]([O-:13])=[O:12])[C:5]([OH:7])=[O:6].[CH3:14]O.Cl. The catalyst is CCOCC. The product is [F:1][C:2]1[CH:3]=[C:4]([CH:8]=[CH:9][C:10]=1[N+:11]([O-:13])=[O:12])[C:5]([O:7][CH3:14])=[O:6]. The yield is 0.960. (3) The reactants are [NH2:1][C:2]1[CH:15]=[CH:14][C:5]2[NH:6][C:7](=[O:13])[CH2:8][CH2:9][C:10]([CH3:12])([CH3:11])[C:4]=2[CH:3]=1.Cl[C:17]1[N:22]=[C:21]([NH:23][C:24]2[CH:25]=[C:26]([CH:31]=[CH:32][CH:33]=2)[C:27]([NH:29][CH3:30])=[O:28])[C:20]([Cl:34])=[CH:19][N:18]=1. No catalyst specified. The product is [Cl:34][C:20]1[C:21]([NH:23][C:24]2[CH:25]=[C:26]([CH:31]=[CH:32][CH:33]=2)[C:27]([NH:29][CH3:30])=[O:28])=[N:22][C:17]([NH:1][C:2]2[CH:15]=[CH:14][C:5]3[NH:6][C:7](=[O:13])[CH2:8][CH2:9][C:10]([CH3:12])([CH3:11])[C:4]=3[CH:3]=2)=[N:18][CH:19]=1. The yield is 0.190. (4) The reactants are Cl[S:2]([OH:5])(=O)=[O:3].[Br:6][C:7]1[CH:12]=[CH:11][C:10]([C:13]2[O:17][N:16]=[C:15]([CH3:18])[C:14]=2[C:19]2[CH:24]=[CH:23][CH:22]=[CH:21][CH:20]=2)=[CH:9][CH:8]=1.O.[NH3:26]. No catalyst specified. The product is [Br:6][C:7]1[CH:8]=[CH:9][C:10]([C:13]2[O:17][N:16]=[C:15]([CH3:18])[C:14]=2[C:19]2[CH:20]=[CH:21][C:22]([S:2]([NH2:26])(=[O:5])=[O:3])=[CH:23][CH:24]=2)=[CH:11][CH:12]=1. The yield is 0.870. (5) The reactants are [CH3:1][CH:2]1[NH:7][CH2:6][CH:5]([OH:8])[CH2:4][CH2:3]1.C(N(CC)CC)C.Cl[C:17]([O:19][CH2:20][C:21]1[CH:26]=[CH:25][CH:24]=[CH:23][CH:22]=1)=[O:18]. The catalyst is ClCCl. The product is [OH:8][CH:5]1[CH2:6][N:7]([C:17]([O:19][CH2:20][C:21]2[CH:26]=[CH:25][CH:24]=[CH:23][CH:22]=2)=[O:18])[CH:2]([CH3:1])[CH2:3][CH2:4]1. The yield is 0.420. (6) The reactants are [OH-].[Na+].[CH3:3][C:4]1([CH3:20])[CH2:9][C:8]([CH3:11])([CH3:10])[CH2:7][C:6]([CH2:14][C:15]([O:17]CC)=[O:16])([CH:12]=[CH2:13])[CH2:5]1.O.Cl. The catalyst is CO. The product is [CH3:3][C:4]1([CH3:20])[CH2:9][C:8]([CH3:10])([CH3:11])[CH2:7][C:6]([CH2:14][C:15]([OH:17])=[O:16])([CH:12]=[CH2:13])[CH2:5]1. The yield is 0.710. (7) The reactants are [OH:1][CH2:2][C:3]1[CH:8]=[CH:7][C:6]([CH2:9][CH2:10][C:11]2[N:12]=[C:13]([NH:16][C:17](=[O:19])[CH3:18])[S:14][CH:15]=2)=[CH:5][CH:4]=1.[C:20]([N:27]1C=CN=C1)(N1C=CN=C1)=[O:21].[C:32]([O:36][C:37]([CH3:40])([CH3:39])[CH3:38])(=[O:35])[NH:33]N. The catalyst is O1CCCC1. The product is [NH:27]([C:20]([O:1][CH2:2][C:3]1[CH:8]=[CH:7][C:6]([CH2:9][CH2:10][C:11]2[N:12]=[C:13]([NH:16][C:17](=[O:19])[CH3:18])[S:14][CH:15]=2)=[CH:5][CH:4]=1)=[O:21])[NH:33][C:32]([O:36][C:37]([CH3:40])([CH3:39])[CH3:38])=[O:35]. The yield is 0.816. (8) The reactants are [C:1]([O:5][C:6]([NH:8][C@H:9]([CH2:21][C:22]1[CH:27]=[C:26]([F:28])[C:25]([F:29])=[CH:24][C:23]=1[F:30])[CH2:10][C:11]([N:13]1[CH2:17][CH2:16][S:15][CH:14]1[C:18](O)=[O:19])=[O:12])=[O:7])([CH3:4])([CH3:3])[CH3:2].[NH2:31][C:32]1[CH:44]=[CH:43][C:35]([O:36][CH2:37][C:38]([O:40][CH2:41][CH3:42])=[O:39])=[CH:34][CH:33]=1.Cl.CCN=C=NCCCN(C)C.CCN(CC)CC. The catalyst is C(Cl)Cl. The product is [C:1]([O:5][C:6]([NH:8][C@H:9]([CH2:21][C:22]1[CH:27]=[C:26]([F:28])[C:25]([F:29])=[CH:24][C:23]=1[F:30])[CH2:10][C:11]([N:13]1[CH2:17][CH2:16][S:15][CH:14]1[C:18]([NH:31][C:32]1[CH:33]=[CH:34][C:35]([O:36][CH2:37][C:38]([O:40][CH2:41][CH3:42])=[O:39])=[CH:43][CH:44]=1)=[O:19])=[O:12])=[O:7])([CH3:4])([CH3:2])[CH3:3]. The yield is 0.450.